Dataset: Catalyst prediction with 721,799 reactions and 888 catalyst types from USPTO. Task: Predict which catalyst facilitates the given reaction. (1) Reactant: Br[C:2]1[CH:3]=[C:4]([NH:10][C:11]2[CH:16]=[CH:15][C:14]([CH:17]3[CH2:20][N:19]([CH3:21])[CH2:18]3)=[CH:13][N:12]=2)[C:5](=[O:9])[N:6]([CH3:8])[CH:7]=1.[C:22]([O:25][CH2:26][C:27]1[C:32](B2OC(C)(C)C(C)(C)O2)=[CH:31][CH:30]=[CH:29][C:28]=1[N:42]1[CH2:54][CH2:53][N:45]2[C:46]3[CH2:47][CH2:48][CH2:49][CH2:50][C:51]=3[CH:52]=[C:44]2[C:43]1=[O:55])(=[O:24])[CH3:23].C([O-])([O-])=O.[Na+].[Na+]. Product: [C:22]([O:25][CH2:26][C:27]1[C:28]([N:42]2[CH2:54][CH2:53][N:45]3[C:46]4[CH2:47][CH2:48][CH2:49][CH2:50][C:51]=4[CH:52]=[C:44]3[C:43]2=[O:55])=[CH:29][CH:30]=[CH:31][C:32]=1[C:2]1[CH:3]=[C:4]([NH:10][C:11]2[CH:16]=[CH:15][C:14]([CH:17]3[CH2:20][N:19]([CH3:21])[CH2:18]3)=[CH:13][N:12]=2)[C:5](=[O:9])[N:6]([CH3:8])[CH:7]=1)(=[O:24])[CH3:23]. The catalyst class is: 423. (2) Reactant: [NH2:1][C:2]1[N:7]=[CH:6][C:5]([O:8][C:9]2[CH:10]=[CH:11][C:12]([F:23])=[C:13]([NH:15][C:16](=[O:22])[O:17][C:18]([CH3:21])([CH3:20])[CH3:19])[CH:14]=2)=[CH:4][CH:3]=1.[N:24]([C:27]([O:29][CH2:30][CH3:31])=[O:28])=[C:25]=[S:26]. Product: [C:18]([O:17][C:16]([NH:15][C:13]1[CH:14]=[C:9]([CH:10]=[CH:11][C:12]=1[F:23])[O:8][C:5]1[CH:4]=[CH:3][C:2]([NH:1][C:25]([NH:24][C:27](=[O:28])[O:29][CH2:30][CH3:31])=[S:26])=[N:7][CH:6]=1)=[O:22])([CH3:19])([CH3:20])[CH3:21]. The catalyst class is: 16. (3) Reactant: [CH:1]1([N:6]2[C:14](=[O:15])[CH2:13][CH2:12][C@H:7]2[C:8]([O:10]C)=[O:9])[CH2:5][CH2:4][CH2:3][CH2:2]1.[OH-].[Na+]. Product: [CH:1]1([N:6]2[C:14](=[O:15])[CH2:13][CH2:12][C@H:7]2[C:8]([OH:10])=[O:9])[CH2:2][CH2:3][CH2:4][CH2:5]1. The catalyst class is: 8.